Dataset: Full USPTO retrosynthesis dataset with 1.9M reactions from patents (1976-2016). Task: Predict the reactants needed to synthesize the given product. (1) Given the product [CH3:9][O:8][C:4]1[CH:3]=[C:2]([CH:7]=[CH:6][CH:5]=1)[NH2:13], predict the reactants needed to synthesize it. The reactants are: Br[C:2]1[CH:3]=[C:4]([O:8][CH3:9])[CH:5]=[CH:6][CH:7]=1.[NH2-].[Li+].C[N:13](CCN(C)C)C. (2) Given the product [C:1]([O:5][C:6]([N:8]1[CH2:9][CH2:10][CH:11]([N:14]([CH:26]2[CH2:31][CH2:30][CH2:29][CH2:28][CH2:27]2)[C:15]([NH:17][C:18]2[S:19][C:20]([S:23][CH2:41][CH2:42][N:43]3[CH2:48][CH2:47][O:46][CH2:45][CH2:44]3)=[CH:21][N:22]=2)=[O:16])[CH2:12][CH2:13]1)=[O:7])([CH3:2])([CH3:3])[CH3:4].[CH:26]1([N:14]([CH:11]2[CH2:12][CH2:13][N:8]([C:6]([C:38]3[S:39][CH:33]=[CH:34][CH:36]=3)=[O:7])[CH2:9][CH2:10]2)[C:15]([NH:17][C:18]2[S:19][C:20]([S:23][CH2:41][CH2:42][N:43]3[CH2:48][CH2:47][O:46][CH2:45][CH2:44]3)=[CH:21][N:22]=2)=[O:16])[CH2:27][CH2:28][CH2:29][CH2:30][CH2:31]1, predict the reactants needed to synthesize it. The reactants are: [C:1]([O:5][C:6]([N:8]1[CH2:13][CH2:12][CH:11]([N:14]([CH:26]2[CH2:31][CH2:30][CH2:29][CH2:28][CH2:27]2)[C:15]([NH:17][C:18]2[S:19][C:20]([S:23]C#N)=[CH:21][N:22]=2)=[O:16])[CH2:10][CH2:9]1)=[O:7])([CH3:4])([CH3:3])[CH3:2].S[CH2:33][C@@H:34]([C@@H:36]([CH2:38][SH:39])O)O.Cl[CH2:41][CH2:42][N:43]1[CH2:48][CH2:47][O:46][CH2:45][CH2:44]1.